Predict the product of the given reaction. From a dataset of Forward reaction prediction with 1.9M reactions from USPTO patents (1976-2016). (1) Given the reactants C1CN([P+](ON2N=NC3C=CC=CC2=3)(N2CCCC2)N2CCCC2)CC1.F[P-](F)(F)(F)(F)F.[OH:34][C:35]1[CH:40]=[CH:39][C:38]([C:41]([F:44])([F:43])[F:42])=[CH:37][C:36]=1[C:45]1[CH:49]=[C:48]([C:50]2[CH:59]=[CH:58][C:57]3[C:52](=[CH:53][CH:54]=[C:55]([O:60][CH3:61])[CH:56]=3)[CH:51]=2)[N:47]([C@H:62]([C:64]2[CH:72]=[CH:71][C:67]([C:68](O)=[O:69])=[CH:66][CH:65]=2)[CH3:63])[N:46]=1.Cl.[C:74]([O:78][C:79](=[O:83])[CH2:80][CH2:81][NH2:82])([CH3:77])([CH3:76])[CH3:75].CCN(C(C)C)C(C)C, predict the reaction product. The product is: [OH:34][C:35]1[CH:40]=[CH:39][C:38]([C:41]([F:43])([F:44])[F:42])=[CH:37][C:36]=1[C:45]1[CH:49]=[C:48]([C:50]2[CH:59]=[CH:58][C:57]3[C:52](=[CH:53][CH:54]=[C:55]([O:60][CH3:61])[CH:56]=3)[CH:51]=2)[N:47]([C@H:62]([C:64]2[CH:65]=[CH:66][C:67]([C:68]([NH:82][CH2:81][CH2:80][C:79]([O:78][C:74]([CH3:77])([CH3:76])[CH3:75])=[O:83])=[O:69])=[CH:71][CH:72]=2)[CH3:63])[N:46]=1. (2) The product is: [ClH:24].[NH2:1][CH2:2][CH2:3][S:4][C:5]1[CH:6]=[C:7]([C:19]2[NH:20][CH:21]=[CH:22][CH:23]=2)[C:8]2[C:9](=[O:18])[NH:10][C:11]3[C:16]=2[C:15]=1[C:14]([F:17])=[CH:13][CH:12]=3. Given the reactants [NH2:1][CH2:2][CH2:3][S:4][C:5]1[CH:6]=[C:7]([C:19]2[NH:20][CH:21]=[CH:22][CH:23]=2)[C:8]2[C:9](=[O:18])[NH:10][C:11]3[C:16]=2[C:15]=1[C:14]([F:17])=[CH:13][CH:12]=3.[ClH:24], predict the reaction product. (3) Given the reactants ClC(Cl)(Cl)C(=N)O[CH:5]1[O:13][C@H:12]([CH2:14][OH:15])[C@@H:10]([OH:11])[C@H:8]([OH:9])[C@@:6]1([N:16]=[N+:17]=[N-:18])O.[C:22]([O:30][C@H:31]1[C@H:48]([O:49][CH2:50][C:51]2[CH:56]=[CH:55][C:54]([Br:57])=[CH:53][CH:52]=2)[C@@H:47]([C@H:58]([CH2:67][O:68][C:69](=[O:76])[C:70]2[CH:75]=[CH:74][CH:73]=[CH:72][CH:71]=2)[O:59][CH2:60][C:61]2[CH:66]=[CH:65][CH:64]=[CH:63][CH:62]=2)[O:46][CH:33]([S:34][C:35]2[CH:40]=[C:39]([C:41]([CH3:44])([CH3:43])[CH3:42])[CH:38]=[CH:37][C:36]=2[CH3:45])[C@H:32]1[OH:77])(=[O:29])[C:23]1[CH:28]=[CH:27][CH:26]=[CH:25][CH:24]=1.[Si](OS(C(F)(F)F)(=O)=O)(C)(C)C, predict the reaction product. The product is: [C:8]([O:9][C@H:8]1[C@H:10]([O:11][C:5](=[O:13])[CH3:6])[C@@H:12]([CH2:14][O:15][C:14](=[O:15])[CH3:12])[O:13][C@H:5]([O:77][C@H:32]2[C@@H:31]([O:30][C:22](=[O:29])[C:23]3[CH:24]=[CH:25][CH:26]=[CH:27][CH:28]=3)[C@H:48]([O:49][CH2:50][C:51]3[CH:56]=[CH:55][C:54]([Br:57])=[CH:53][CH:52]=3)[C@@H:47]([C@H:58]([CH2:67][O:68][C:69](=[O:76])[C:70]3[CH:75]=[CH:74][CH:73]=[CH:72][CH:71]=3)[O:59][CH2:60][C:61]3[CH:62]=[CH:63][CH:64]=[CH:65][CH:66]=3)[O:46][CH:33]2[S:34][C:35]2[CH:40]=[C:39]([C:41]([CH3:43])([CH3:44])[CH3:42])[CH:38]=[CH:37][C:36]=2[CH3:45])[C@@H:6]1[N:16]=[N+:17]=[N-:18])(=[O:9])[CH3:10]. (4) Given the reactants [B:1]([C:4]1[CH:5]=[C:6]([CH:10]=[CH:11][CH:12]=1)[C:7]([OH:9])=O)([OH:3])[OH:2].CCN=C=NCCCN(C)C.[NH2:24][CH2:25][CH2:26][O:27][CH2:28][CH2:29][O:30][CH2:31][CH2:32][NH:33][C:34](=[O:60])[CH2:35][C@@H:36]1[N:42]=[C:41]([C:43]2[CH:48]=[CH:47][C:46]([Cl:49])=[CH:45][CH:44]=2)[C:40]2[CH:50]=[C:51]([O:54][CH3:55])[CH:52]=[CH:53][C:39]=2[N:38]2[C:56]([CH3:59])=[N:57][N:58]=[C:37]12, predict the reaction product. The product is: [Cl:49][C:46]1[CH:45]=[CH:44][C:43]([C:41]2[C:40]3[CH:50]=[C:51]([O:54][CH3:55])[CH:52]=[CH:53][C:39]=3[N:38]3[C:56]([CH3:59])=[N:57][N:58]=[C:37]3[C@H:36]([CH2:35][C:34]([NH:33][CH2:32][CH2:31][O:30][CH2:29][CH2:28][O:27][CH2:26][CH2:25][NH:24][C:7]([C:6]3[CH:5]=[C:4]([B:1]([OH:2])[OH:3])[CH:12]=[CH:11][CH:10]=3)=[O:9])=[O:60])[N:42]=2)=[CH:48][CH:47]=1. (5) Given the reactants [CH3:1][O:2][C:3]1[N:8]=[C:7]([C:9]#N)[CH:6]=[CH:5][C:4]=1[C:11]1[CH:19]=[C:18]([C:20]([F:23])([F:22])[F:21])[CH:17]=[C:16]2[C:12]=1[CH:13]=[N:14][NH:15]2.[OH-:24].[Na+].Cl.[OH2:27], predict the reaction product. The product is: [CH3:1][O:2][C:3]1[N:8]=[C:7]([C:9]([OH:27])=[O:24])[CH:6]=[CH:5][C:4]=1[C:11]1[CH:19]=[C:18]([C:20]([F:23])([F:22])[F:21])[CH:17]=[C:16]2[C:12]=1[CH:13]=[N:14][NH:15]2. (6) Given the reactants [CH2:1]([NH:8][C:9](=[O:12])[CH2:10]Cl)[C:2]1[CH:7]=[CH:6][CH:5]=[CH:4][CH:3]=1.CCN(C(C)C)C(C)C.[F:22][C:23]1[CH:29]=[CH:28][C:26]([NH2:27])=[C:25]([CH3:30])[CH:24]=1, predict the reaction product. The product is: [CH2:1]([NH:8][C:9](=[O:12])[CH2:10][NH:27][C:26]1[CH:28]=[CH:29][C:23]([F:22])=[CH:24][C:25]=1[CH3:30])[C:2]1[CH:7]=[CH:6][CH:5]=[CH:4][CH:3]=1.